From a dataset of Reaction yield outcomes from USPTO patents with 853,638 reactions. Predict the reaction yield, written as a fraction of the theoretical maximum amount of product (1.0 means a 100% yield; for example, 0.34 means a 34% yield). (1) The reactants are [Br:1][C:2]1[CH:3]=[C:4]([N+:9]([O-:11])=[O:10])[C:5](Cl)=[N:6][CH:7]=1.N12[CH2:22][CH2:21]CN=C1CCCCC2.[OH2:23]. The catalyst is C(O)C. The product is [Br:1][C:2]1[CH:3]=[C:4]([N+:9]([O-:11])=[O:10])[C:5]([O:23][CH2:21][CH3:22])=[N:6][CH:7]=1. The yield is 0.500. (2) The reactants are [CH:1]1([C:4]([N:6]2[CH2:10][CH2:9][C@@H:8]([CH2:11][C:12]3[N:13]([C:18]4[CH:23]=[CH:22][C:21](B5OC(C)(C)C(C)(C)O5)=[CH:20][C:19]=4[F:33])[C:14](=[O:17])[NH:15][N:16]=3)[CH2:7]2)=[O:5])[CH2:3][CH2:2]1.Br[C:35]1[CH:36]=[CH:37][C:38]2[O:42][CH2:41][CH2:40][C:39]=2[CH:43]=1.C(=O)([O-])[O-].[K+].[K+]. The catalyst is O1CCOCC1.C1C=CC(P(C2C=CC=CC=2)[C-]2C=CC=C2)=CC=1.C1C=CC(P(C2C=CC=CC=2)[C-]2C=CC=C2)=CC=1.Cl[Pd]Cl.[Fe+2].ClCCl. The product is [CH:1]1([C:4]([N:6]2[CH2:10][CH2:9][C@@H:8]([CH2:11][C:12]3[N:13]([C:18]4[CH:23]=[CH:22][C:21]([C:35]5[CH:36]=[CH:37][C:38]6[O:42][CH2:41][CH2:40][C:39]=6[CH:43]=5)=[CH:20][C:19]=4[F:33])[C:14](=[O:17])[NH:15][N:16]=3)[CH2:7]2)=[O:5])[CH2:2][CH2:3]1. The yield is 0.290. (3) The reactants are [C:1]([C:5]1[CH:10]=[C:9]([CH3:11])[C:8]([S:12](Cl)(=[O:14])=[O:13])=[C:7]([CH3:16])[CH:6]=1)([CH3:4])([CH3:3])[CH3:2].[F:17][C:18]([F:31])([F:30])[C:19]1[CH:20]=[C:21]([CH:23]=[C:24]([C:26]([F:29])([F:28])[F:27])[CH:25]=1)[NH2:22]. The catalyst is N1C=CC=CC=1. The product is [F:17][C:18]([F:30])([F:31])[C:19]1[CH:20]=[C:21]([NH:22][S:12]([C:8]2[C:9]([CH3:11])=[CH:10][C:5]([C:1]([CH3:4])([CH3:3])[CH3:2])=[CH:6][C:7]=2[CH3:16])(=[O:14])=[O:13])[CH:23]=[C:24]([C:26]([F:27])([F:29])[F:28])[CH:25]=1. The yield is 0.230. (4) The reactants are [Cl:1][C:2]1[CH:3]=[CH:4][C:5]2[N:6]=[CH:7][N:8]=[C:9](OC3CCOCC3)[C:10]=2[N:11]=1.[NH2:19][CH:20]1[CH2:25][CH2:24][N:23]([C:26]([O:28][C:29]([CH3:32])([CH3:31])[CH3:30])=[O:27])[CH2:22][CH2:21]1.CC(C)([O-])C.[Na+]. The catalyst is O1CCOCC1. The product is [Cl:1][C:2]1[CH:3]=[CH:4][C:5]2[N:6]=[CH:7][N:8]=[C:9]([NH:19][CH:20]3[CH2:21][CH2:22][N:23]([C:26]([O:28][C:29]([CH3:32])([CH3:31])[CH3:30])=[O:27])[CH2:24][CH2:25]3)[C:10]=2[N:11]=1. The yield is 0.490. (5) The reactants are [C:1]([C:3]1[CH:8]=[CH:7][C:6]([OH:9])=[CH:5][CH:4]=1)#[N:2].F[C:11]1[CH:16]=[CH:15][CH:14]=[CH:13][C:12]=1[N+:17]([O-:19])=[O:18].[C:20]([C:22]1[CH:35]=[CH:34][C:25]([O:26][C:27]2[CH:33]=[CH:32][CH:31]=[CH:30][C:28]=2[NH2:29])=[CH:24][CH:23]=1)#[N:21].[NH2:36][C:37]1[S:38][CH:39]=[CH:40][N:41]=1. No catalyst specified. The product is [C:1]([C:3]1[CH:8]=[CH:7][C:6]([O:9][C:11]2[CH:16]=[CH:15][CH:14]=[CH:13][C:12]=2[N+:17]([O-:19])=[O:18])=[CH:5][CH:4]=1)#[N:2].[C:20]([C:22]1[CH:35]=[CH:34][C:25]([O:26][C:27]2[CH:33]=[CH:32][CH:31]=[CH:30][C:28]=2[NH:29][C:6]([NH:36][C:37]2[S:38][CH:39]=[CH:40][N:41]=2)=[O:9])=[CH:24][CH:23]=1)#[N:21]. The yield is 0.690. (6) The reactants are [C:1]1([CH:7]=[CH:8][C:9](=[O:21])[CH2:10][C:11](=[O:20])[CH:12]=[CH:13][C:14]2[CH:19]=[CH:18][CH:17]=[CH:16][CH:15]=2)[CH:6]=[CH:5][CH:4]=[CH:3][CH:2]=1. The catalyst is [Pd].C(OCC)(=O)C. The product is [C:14]1([CH2:13][CH2:12][C:11](=[O:20])[CH2:10][C:9](=[O:21])[CH2:8][CH2:7][C:1]2[CH:2]=[CH:3][CH:4]=[CH:5][CH:6]=2)[CH:15]=[CH:16][CH:17]=[CH:18][CH:19]=1. The yield is 0.700. (7) The reactants are [Br:1][C:2]1[C:3]([OH:11])=[C:4]([CH:7]=[C:8]([F:10])[CH:9]=1)C=O.C1C=C(Cl)C=C(C(OO)=[O:20])C=1.[OH-].[Na+].Cl. The catalyst is C(Cl)Cl.CO. The product is [Br:1][C:2]1[CH:9]=[C:8]([F:10])[CH:7]=[C:4]([OH:20])[C:3]=1[OH:11]. The yield is 0.600. (8) The reactants are [C:1]([C:5]1[CH:10]=[C:9]([CH2:11][CH3:12])[CH:8]=[CH:7][C:6]=1[OH:13])([CH3:4])([CH3:3])[CH3:2].CCN(CC)CC.Cl[C:22]([O:24][CH3:25])=[O:23].O. The catalyst is C(Cl)Cl. The product is [C:22](=[O:23])([O:24][CH3:25])[O:13][C:6]1[CH:7]=[CH:8][C:9]([CH2:11][CH3:12])=[CH:10][C:5]=1[C:1]([CH3:4])([CH3:3])[CH3:2]. The yield is 0.910. (9) The reactants are [CH2:1]([O:4][C:5]1[CH:12]=[CH:11][C:8]([CH:9]=O)=[CH:7][C:6]=1[Br:13])[CH:2]=[CH2:3].[N:14]([CH2:17][C:18]([O:20][CH2:21][CH3:22])=[O:19])=[N+:15]=[N-:16].CC[O-].[Na+].O. The catalyst is CCO. The product is [CH2:1]([O:4][C:5]1[CH:12]=[CH:11][C:8]([CH:9]=[C:17]([N:14]=[N+:15]=[N-:16])[C:18]([O:20][CH2:21][CH3:22])=[O:19])=[CH:7][C:6]=1[Br:13])[CH:2]=[CH2:3]. The yield is 0.620. (10) The reactants are [H-].[Al+3].[Li+].[H-].[H-].[H-].C(O[C:10]([C:12]1[N:13]([CH2:26][C:27]#[N:28])[C:14]2[C:19]([CH:20]=1)=[CH:18][C:17]([O:21][C:22]([F:25])([F:24])[F:23])=[CH:16][CH:15]=2)=O)C.C(C(C(C([O-])=O)O)O)([O-])=O.[K+].[Na+]. The catalyst is C(OCC)C. The product is [F:23][C:22]([F:24])([F:25])[O:21][C:17]1[CH:16]=[CH:15][C:14]2[N:13]3[CH2:26][CH2:27][NH:28][CH2:10][C:12]3=[CH:20][C:19]=2[CH:18]=1. The yield is 0.450.